This data is from Forward reaction prediction with 1.9M reactions from USPTO patents (1976-2016). The task is: Predict the product of the given reaction. (1) The product is: [CH2:1]([O:8][C:9](=[O:48])[NH:10][C@H:11]([C:13](=[O:47])[NH:14][C@H:15]([C:24](=[O:46])[NH:25][C@@H:26]([CH2:39][C:40]1[CH:41]=[CH:42][CH:43]=[CH:44][CH:45]=1)[C:27]([C:29](=[O:38])[NH:30][CH2:31][C:32]1[CH:33]=[CH:34][CH:35]=[CH:36][CH:37]=1)=[O:28])[CH2:16][C:17]1[CH:22]=[CH:21][C:20]([Cl:23])=[CH:19][CH:18]=1)[CH3:12])[C:2]1[CH:3]=[CH:4][CH:5]=[CH:6][CH:7]=1. Given the reactants [CH2:1]([O:8][C:9](=[O:48])[NH:10][C@H:11]([C:13](=[O:47])[NH:14][C@H:15]([C:24](=[O:46])[NH:25][C@@H:26]([CH2:39][C:40]1[CH:45]=[CH:44][CH:43]=[CH:42][CH:41]=1)[CH:27]([C:29](=[O:38])[NH:30][CH2:31][C:32]1[CH:37]=[CH:36][CH:35]=[CH:34][CH:33]=1)[OH:28])[CH2:16][C:17]1[CH:22]=[CH:21][C:20]([Cl:23])=[CH:19][CH:18]=1)[CH3:12])[C:2]1[CH:7]=[CH:6][CH:5]=[CH:4][CH:3]=1.CC(OI1(OC(C)=O)(OC(C)=O)OC(=O)C2C=CC=CC1=2)=O, predict the reaction product. (2) Given the reactants FC(F)(F)C(O)=O.[NH2:8][C@H:9]([C:19]1[C:24]([C:25]2[CH:26]=[CH:27][C:28]([F:34])=[C:29]([CH:33]=2)[C:30]([NH2:32])=[O:31])=[CH:23][CH:22]=[CH:21][N:20]=1)[CH2:10][C:11]1[CH:16]=[C:15]([F:17])[CH:14]=[C:13]([F:18])[CH:12]=1.[F:35][C:36]1[CH:44]=[C:43]2[C:39]([CH:40]([CH2:46][C:47](O)=[O:48])[C:41](=[O:45])[NH:42]2)=[CH:38][CH:37]=1, predict the reaction product. The product is: [F:17][C:15]1[CH:16]=[C:11]([CH2:10][C@@H:9]([C:19]2[C:24]([C:25]3[CH:26]=[CH:27][C:28]([F:34])=[C:29]([CH:33]=3)[C:30]([NH2:32])=[O:31])=[CH:23][CH:22]=[CH:21][N:20]=2)[NH:8][C:47](=[O:48])[CH2:46][CH:40]2[C:39]3[C:43](=[CH:44][C:36]([F:35])=[CH:37][CH:38]=3)[NH:42][C:41]2=[O:45])[CH:12]=[C:13]([F:18])[CH:14]=1.